Task: Predict the reactants needed to synthesize the given product.. Dataset: Full USPTO retrosynthesis dataset with 1.9M reactions from patents (1976-2016) (1) Given the product [C:1]([C:3]1[O:7][C:6]([S:8]([NH:11][C:13]2[CH:18]=[C:17]([O:19][C@H:20]([CH3:42])[CH2:21][O:22][C:23]([C:36]3[CH:37]=[CH:38][CH:39]=[CH:40][CH:41]=3)([C:30]3[CH:35]=[CH:34][CH:33]=[CH:32][CH:31]=3)[C:24]3[CH:25]=[CH:26][CH:27]=[CH:28][CH:29]=3)[N:16]=[C:15]([S:43][CH2:44][C:45]3[CH:50]=[CH:49][CH:48]=[C:47]([F:51])[C:46]=3[F:52])[N:14]=2)(=[O:10])=[O:9])=[CH:5][CH:4]=1)#[N:2], predict the reactants needed to synthesize it. The reactants are: [C:1]([C:3]1[O:7][C:6]([S:8]([NH2:11])(=[O:10])=[O:9])=[CH:5][CH:4]=1)#[N:2].Cl[C:13]1[CH:18]=[C:17]([O:19][C@H:20]([CH3:42])[CH2:21][O:22][C:23]([C:36]2[CH:41]=[CH:40][CH:39]=[CH:38][CH:37]=2)([C:30]2[CH:35]=[CH:34][CH:33]=[CH:32][CH:31]=2)[C:24]2[CH:29]=[CH:28][CH:27]=[CH:26][CH:25]=2)[N:16]=[C:15]([S:43][CH2:44][C:45]2[CH:50]=[CH:49][CH:48]=[C:47]([F:51])[C:46]=2[F:52])[N:14]=1.FC1C(F)=CC=CC=1CSC1N=C(NS(C2C=CN=CC=2)(=O)=O)C=C(O[C@H](C)CO)N=1. (2) Given the product [Cl:66][C:63]1[CH:64]=[CH:65][C:60]([CH2:59][C@@H:55]([NH:54][C:52](=[O:53])[O:51][C:47]([CH3:49])([CH3:48])[CH3:50])[C:56]([NH:33][N:32]=[C:30]2[CH:29]=[C:28]([C:34]3[CH:39]=[CH:38][N:37]=[C:36]([NH:40][C:41]4[N:42]([CH3:46])[N:43]=[CH:44][CH:45]=4)[N:35]=3)[CH:27]=[C:26]([F:25])[NH:31]2)=[O:57])=[CH:61][CH:62]=1, predict the reactants needed to synthesize it. The reactants are: CN(C(ON1N=NC2C=CC=NC1=2)=[N+](C)C)C.F[P-](F)(F)(F)(F)F.[F:25][C:26]1[NH:31][C:30](=[N:32][NH2:33])[CH:29]=[C:28]([C:34]2[CH:39]=[CH:38][N:37]=[C:36]([NH:40][C:41]3[N:42]([CH3:46])[N:43]=[CH:44][CH:45]=3)[N:35]=2)[CH:27]=1.[C:47]([O:51][C:52]([NH:54][C@H:55]([CH2:59][C:60]1[CH:65]=[CH:64][C:63]([Cl:66])=[CH:62][CH:61]=1)[C:56](O)=[O:57])=[O:53])([CH3:50])([CH3:49])[CH3:48]. (3) Given the product [CH3:1][O:2][C:3]1[CH:4]=[C:5]([CH:17]=[CH:18][CH:19]=1)[O:6][C:7]1[CH:16]=[CH:15][CH:14]=[C:9]([C:10]([NH:21][NH2:22])=[O:11])[CH:8]=1, predict the reactants needed to synthesize it. The reactants are: [CH3:1][O:2][C:3]1[CH:4]=[C:5]([CH:17]=[CH:18][CH:19]=1)[O:6][C:7]1[CH:8]=[C:9]([CH:14]=[CH:15][CH:16]=1)[C:10](OC)=[O:11].O.[NH2:21][NH2:22]. (4) Given the product [C:25]([C:22]1[CH:23]=[CH:24][C:19]([N:15]2[C:14]([C:12]3[C:11]([CH3:27])=[C:10]([C:28]4[CH:33]=[CH:32][CH:31]=[C:30]([C:34]([F:37])([F:36])[F:35])[CH:29]=4)[C:9]4[N:8]([N:7]=[C:6]([NH:5][C:3](=[O:4])[CH2:2][N:49]5[CH2:50][CH2:51][N:46]([CH3:45])[CH2:47][CH2:48]5)[N:38]=4)[CH:13]=3)=[CH:18][CH:17]=[N:16]2)=[CH:20][CH:21]=1)#[N:26], predict the reactants needed to synthesize it. The reactants are: Cl[CH2:2][C:3]([NH:5][C:6]1[N:38]=[C:9]2[C:10]([C:28]3[CH:33]=[CH:32][CH:31]=[C:30]([C:34]([F:37])([F:36])[F:35])[CH:29]=3)=[C:11]([CH3:27])[C:12]([C:14]3[N:15]([C:19]4[CH:24]=[CH:23][C:22]([C:25]#[N:26])=[CH:21][CH:20]=4)[N:16]=[CH:17][CH:18]=3)=[CH:13][N:8]2[N:7]=1)=[O:4].C([O-])([O-])=O.[K+].[K+].[CH3:45][N:46]1[CH2:51][CH2:50][NH:49][CH2:48][CH2:47]1. (5) Given the product [Br:1][C:2]1[CH:3]=[CH:4][C:5]([OH:11])=[C:6]([CH:10]=1)[C:7]([NH:17][C:16]1[CH:18]=[CH:19][C:13]([Cl:12])=[C:14]([C:20]([F:23])([F:21])[F:22])[CH:15]=1)=[O:9], predict the reactants needed to synthesize it. The reactants are: [Br:1][C:2]1[CH:10]=[C:6]([C:7]([OH:9])=O)[C:5]([OH:11])=[CH:4][CH:3]=1.[Cl:12][C:13]1[CH:19]=[CH:18][C:16]([NH2:17])=[CH:15][C:14]=1[C:20]([F:23])([F:22])[F:21]. (6) Given the product [Br:1][C:2]1[CH:3]=[CH:4][CH:5]=[C:6]2[C:10]=1[NH:9][C:8](=[O:11])[C:7]2([OH:12])[CH2:16][N+:13]([O-:15])=[O:14], predict the reactants needed to synthesize it. The reactants are: [Br:1][C:2]1[CH:3]=[CH:4][CH:5]=[C:6]2[C:10]=1[NH:9][C:8](=[O:11])[C:7]2=[O:12].[N+:13]([CH3:16])([O-:15])=[O:14].